This data is from Hepatocyte clearance measurements from AstraZeneca. The task is: Regression/Classification. Given a drug SMILES string, predict its absorption, distribution, metabolism, or excretion properties. Task type varies by dataset: regression for continuous measurements (e.g., permeability, clearance, half-life) or binary classification for categorical outcomes (e.g., BBB penetration, CYP inhibition). For this dataset (clearance_hepatocyte_az), we predict log10(clearance) (log10 of the in vitro intrinsic clearance, CLint, in uL/min per 10^6 hepatocytes; values are censored to the assay range of 3 to 150, which is 0.477 to 2.18 on this log10 scale). (1) The molecule is CS(=O)(=O)c1ccc(-c2cnc(N)c(-c3ccc(C(F)(F)F)nc3)c2)cc1. The log10(clearance) is 0.680. (2) The compound is CCN(C(=O)c1cnn(-c2ccccc2)c1NS(=O)(=O)c1ccc(-c2cnco2)cc1)C1CCCCC1. The log10(clearance) is 1.54. (3) The molecule is N#Cc1ccc2[nH]c(-c3ccc(F)cc3)c(CCCC(=O)NS(=O)(=O)C(F)(F)F)c2c1. The log10(clearance) is 0.990. (4) The compound is CC(C)(C)NC(=O)NCCN1CC(NC(=O)c2cc(Cl)cc(Cl)c2)C1. The log10(clearance) is 0.520. (5) The compound is CCN(Cc1cc(C(F)(F)F)ccc1-c1cc(CC(=O)O)ccc1OC)C(=O)NCc1ccccc1. The log10(clearance) is 1.26. (6) The drug is C[C@H](Cc1cccc(CC(=O)NC23CC4CC(CC(C4)C2)C3)c1)NC[C@H](O)c1ccc(O)c(CO)c1. The log10(clearance) is 1.63. (7) The drug is CCOC(=O)c1cnc2c(N)cccc2c1O. The log10(clearance) is 2.18.